Dataset: Experimentally validated miRNA-target interactions with 360,000+ pairs, plus equal number of negative samples. Task: Binary Classification. Given a miRNA mature sequence and a target amino acid sequence, predict their likelihood of interaction. The miRNA is hsa-miR-376c-5p with sequence GGUGGAUAUUCCUUCUAUGUU. The protein sequence of the target gene is MSLSPCRAQRGFSARSACSARSRGRSRGGFSSRGGFSSRSLNSFGGCLEGSRGSTWGSGGRLGVRFGEWSGGPGLSLCPPGGIQEVTINQNLLTPLKIEIDPQFQVVRTQETQEIRTLNNQFASFIDKVRFLEQQNKVLETKWHLLQQQGLSGSQQGLEPVFEACLDQLRKQLEQLQGERGALDAELKACRDQEEEYKSKYEEEAHRRATLENDFVVLKKDVDGVFLSKMELEGKLEALREYLYFLKHLNEEELGQLQTQASDTSVVLSMDNNRYLDFSSIITEVRARYEEIARSSKAEA.... Result: 0 (no interaction).